The task is: Predict which catalyst facilitates the given reaction.. This data is from Catalyst prediction with 721,799 reactions and 888 catalyst types from USPTO. (1) Reactant: [CH3:1]C(C)([O-])C.[K+].[S:7]1[CH:11]=[CH:10][N:9]=[C:8]1[C:12]1[NH:13][CH:14]=[C:15]([CH:17]=[O:18])[N:16]=1.C1[O:36][CH2:35][CH2:34]OCCOCCOCCOCCOC1.CI. Product: [CH3:1][N:13]1[CH:14]=[C:15]([CH:17]=[O:18])[N:16]=[C:12]1[C:8]1[S:7][CH:11]=[CH:10][N:9]=1.[CH3:14][N:13]1[C:34]([CH:35]=[O:36])=[CH:15][N:16]=[C:12]1[C:8]1[S:7][CH:11]=[CH:10][N:9]=1. The catalyst class is: 198. (2) Reactant: [C:1]1([C:7]2[NH:8][CH:9]=[CH:10][N:11]=2)[CH:6]=[CH:5][CH:4]=[CH:3][CH:2]=1.[H-].[Na+].[CH2:14](Cl)[O:15][CH2:16][C:17]1[CH:22]=[CH:21][CH:20]=[CH:19][CH:18]=1. Product: [CH2:16]([O:15][CH2:14][N:11]1[CH:10]=[CH:9][N:8]=[C:7]1[C:1]1[CH:2]=[CH:3][CH:4]=[CH:5][CH:6]=1)[C:17]1[CH:22]=[CH:21][CH:20]=[CH:19][CH:18]=1. The catalyst class is: 49. (3) Reactant: [NH2:1][C:2]1[CH:7]=[CH:6][C:5]([C:8]2[S:9][C:10]3[CH:16]=[C:15]([CH3:17])[CH:14]=[CH:13][C:11]=3[N:12]=2)=[CH:4][CH:3]=1.[C:18]1([CH3:28])[CH:23]=[CH:22][C:21]([S:24](Cl)(=[O:26])=[O:25])=[CH:20][CH:19]=1.O. Product: [CH3:17][C:15]1[CH:14]=[CH:13][C:11]2[N:12]=[C:8]([C:5]3[CH:4]=[CH:3][C:2]([NH:1][S:24]([C:21]4[CH:22]=[CH:23][C:18]([CH3:28])=[CH:19][CH:20]=4)(=[O:26])=[O:25])=[CH:7][CH:6]=3)[S:9][C:10]=2[CH:16]=1. The catalyst class is: 17. (4) Reactant: C[O-].[Na+].CO.[CH:6](=O)[C:7]1[CH:12]=[CH:11][CH:10]=[CH:9][CH:8]=1.CC1C=C(C)C=C(C)C=1S([O-])(=O)=O.[NH2:27][N:28]1[CH:33]=[CH:32][C:31]([C:34]([O:36]C)=[O:35])=[CH:30][C:29]1=[NH2+:38]. Product: [C:7]1([C:6]2[N:38]=[C:29]3[CH:30]=[C:31]([C:34]([OH:36])=[O:35])[CH:32]=[CH:33][N:28]3[N:27]=2)[CH:12]=[CH:11][CH:10]=[CH:9][CH:8]=1. The catalyst class is: 6. (5) Reactant: C([O:3][C:4]([C:6]1[C:7]([C:18]2[CH:23]=[CH:22][CH:21]=[CH:20][C:19]=2[F:24])=[N:8][C:9]([N:12]2[CH2:17][CH2:16][O:15][CH2:14][CH2:13]2)=[N:10][CH:11]=1)=[O:5])C.[OH-].[Na+]. Product: [F:24][C:19]1[CH:20]=[CH:21][CH:22]=[CH:23][C:18]=1[C:7]1[C:6]([C:4]([OH:5])=[O:3])=[CH:11][N:10]=[C:9]([N:12]2[CH2:13][CH2:14][O:15][CH2:16][CH2:17]2)[N:8]=1. The catalyst class is: 5. (6) Reactant: [NH2:1][C@@H:2]([CH3:33])[C:3]([NH:5][C@@H:6]([CH2:24][C:25]1[CH:30]=[CH:29][C:28]([O:31][CH3:32])=[CH:27][CH:26]=1)[C:7]([NH:9][C@@H:10]([CH2:17][C:18]1[CH:23]=[CH:22][CH:21]=[CH:20][CH:19]=1)[C:11]([C@@:13]1([CH3:16])[CH2:15][O:14]1)=[O:12])=[O:8])=[O:4].[O:34]1[CH2:38][CH2:37][CH2:36][C@@H:35]1[C:39](O)=[O:40].CN(C(ON1N=NC2C=CC=NC1=2)=[N+](C)C)C.F[P-](F)(F)(F)(F)F.CCN(C(C)C)C(C)C. Product: [CH3:32][O:31][C:28]1[CH:29]=[CH:30][C:25]([CH2:24][C@H:6]([NH:5][C:3](=[O:4])[C@@H:2]([NH:1][C:39]([C@H:35]2[CH2:36][CH2:37][CH2:38][O:34]2)=[O:40])[CH3:33])[C:7]([NH:9][C@@H:10]([CH2:17][C:18]2[CH:19]=[CH:20][CH:21]=[CH:22][CH:23]=2)[C:11]([C@@:13]2([CH3:16])[CH2:15][O:14]2)=[O:12])=[O:8])=[CH:26][CH:27]=1. The catalyst class is: 3.